From a dataset of Peptide-MHC class I binding affinity with 185,985 pairs from IEDB/IMGT. Regression. Given a peptide amino acid sequence and an MHC pseudo amino acid sequence, predict their binding affinity value. This is MHC class I binding data. The peptide sequence is EVNAHIHTM. The MHC is HLA-A26:01 with pseudo-sequence HLA-A26:01. The binding affinity (normalized) is 0.936.